This data is from Reaction yield outcomes from USPTO patents with 853,638 reactions. The task is: Predict the reaction yield, written as a fraction of the theoretical maximum amount of product (1.0 means a 100% yield; for example, 0.34 means a 34% yield). (1) The reactants are O[C:2](=[C:7]1[C:12](=[O:13])[O:11][C:10]([CH3:15])([CH3:14])[O:9][C:8]1=[O:16])[CH2:3][C:4](=O)[CH3:5].C(O)(=O)C(O)=O.[CH2:23]([NH:25][NH2:26])[CH3:24].CCN(CC)CC. The catalyst is CO. The product is [CH2:23]([N:25]1[C:2]([CH:7]2[C:12](=[O:13])[O:11][C:10]([CH3:15])([CH3:14])[O:9][C:8]2=[O:16])=[CH:3][C:4]([CH3:5])=[N:26]1)[CH3:24]. The yield is 1.00. (2) The reactants are [O:1]1[C:3]2([CH2:6][N:5](C(OC(C)(C)C)=O)[CH2:4]2)[CH2:2]1.[NH:14]1[CH2:19][CH2:18][O:17][CH2:16][CH2:15]1. The catalyst is C1COCC1. The product is [N:14]1([CH2:2][C:3]2([OH:1])[CH2:4][NH:5][CH2:6]2)[CH2:19][CH2:18][O:17][CH2:16][CH2:15]1. The yield is 0.240. (3) The reactants are [C:1]([C:3]1[CH:12]=[CH:11][C:10]2[C:5](=[CH:6][CH:7]=[CH:8][C:9]=2[N:13]2[CH2:18][CH2:17][N:16](C(OC(C)(C)C)=O)[CH2:15][CH2:14]2)[N:4]=1)#[N:2]. The catalyst is C(O)(C(F)(F)F)=O.C(Cl)Cl. The product is [N:13]1([C:9]2[CH:8]=[CH:7][CH:6]=[C:5]3[C:10]=2[CH:11]=[CH:12][C:3]([C:1]#[N:2])=[N:4]3)[CH2:18][CH2:17][NH:16][CH2:15][CH2:14]1. The yield is 0.870. (4) The reactants are [NH:1]1[CH:5]=[CH:4][CH:3]=[C:2]1[C:6]([OH:8])=O.Cl.[CH3:10][C:11]1[C:15]([CH2:16][N:17]2[CH:21]=[C:20]([NH2:22])[CH:19]=[N:18]2)=[C:14]([CH3:23])[O:13][N:12]=1. No catalyst specified. The product is [CH3:10][C:11]1[C:15]([CH2:16][N:17]2[CH:21]=[C:20]([NH:22][C:6]([C:2]3[NH:1][CH:5]=[CH:4][CH:3]=3)=[O:8])[CH:19]=[N:18]2)=[C:14]([CH3:23])[O:13][N:12]=1. The yield is 0.180. (5) The reactants are [BH4-].[Na+].B(F)(F)F.CCOCC.[Br:12][C:13]1[CH:21]=[CH:20][C:16]([C:17](O)=[O:18])=[CH:15][C:14]=1[Cl:22]. The catalyst is C1COCC1. The product is [Br:12][C:13]1[CH:21]=[CH:20][C:16]([CH2:17][OH:18])=[CH:15][C:14]=1[Cl:22]. The yield is 0.810. (6) The reactants are [C:1]1([C:7]2[CH:12]=[CH:11][C:10]([C:13]3[O:17][N:16]=[CH:15][C:14]=3[C:18](OCC)=[O:19])=[CH:9][CH:8]=2)[CH:6]=[CH:5][CH:4]=[CH:3][CH:2]=1.[H-].C([Al+]CC(C)C)C(C)C.Cl. The catalyst is O1CCCC1. The product is [C:1]1([C:7]2[CH:12]=[CH:11][C:10]([C:13]3[O:17][N:16]=[CH:15][C:14]=3[CH2:18][OH:19])=[CH:9][CH:8]=2)[CH:2]=[CH:3][CH:4]=[CH:5][CH:6]=1. The yield is 0.830. (7) The reactants are [CH3:1][NH:2][C:3]1[C:8]([CH2:9][OH:10])=[CH:7][N:6]=[C:5]([S:11][CH3:12])[N:4]=1. The catalyst is ClCCl.[O-2].[Mn+4].[O-2]. The product is [CH3:1][NH:2][C:3]1[C:8]([CH:9]=[O:10])=[CH:7][N:6]=[C:5]([S:11][CH3:12])[N:4]=1. The yield is 0.890. (8) The reactants are Br[C:2]([CH3:16])=[C:3]([C:10]1[CH:15]=[CH:14][CH:13]=[CH:12][CH:11]=1)[C:4]1[CH:9]=[CH:8][CH:7]=[CH:6][CH:5]=1.C1COCC1.C([Li])CCC.Cl[P:28]([CH:35]1[CH2:40][CH2:39][CH2:38][CH2:37][CH2:36]1)[CH:29]1[CH2:34][CH2:33][CH2:32][CH2:31][CH2:30]1. The catalyst is O. The product is [C:4]1([C:3]([C:10]2[CH:15]=[CH:14][CH:13]=[CH:12][CH:11]=2)=[C:2]([P:28]([CH:35]2[CH2:36][CH2:37][CH2:38][CH2:39][CH2:40]2)[CH:29]2[CH2:34][CH2:33][CH2:32][CH2:31][CH2:30]2)[CH3:16])[CH:9]=[CH:8][CH:7]=[CH:6][CH:5]=1. The yield is 0.720. (9) The reactants are [CH3:1][O:2][C:3]1[CH:4]=[C:5]2[C:10](=[CH:11][C:12]=1[O:13][CH3:14])[N:9]=[CH:8][N:7]=[C:6]2[O:15][C:16]1[CH:22]=[CH:21][C:19]([NH2:20])=[CH:18][CH:17]=1.ClC(Cl)(O[C:27](=[O:33])OC(Cl)(Cl)Cl)Cl.[NH2:35][N:36]1[CH2:42][CH2:41][CH2:40][CH2:39][CH2:38][CH2:37]1.C(=O)(O)[O-].[Na+]. The catalyst is C(Cl)Cl.C(N(CC)CC)C.C1(C)C=CC=CC=1. The product is [CH3:1][O:2][C:3]1[CH:4]=[C:5]2[C:10](=[CH:11][C:12]=1[O:13][CH3:14])[N:9]=[CH:8][N:7]=[C:6]2[O:15][C:16]1[CH:22]=[CH:21][C:19]([NH:20][C:27]([NH:35][N:36]2[CH2:42][CH2:41][CH2:40][CH2:39][CH2:38][CH2:37]2)=[O:33])=[CH:18][CH:17]=1. The yield is 0.650.